Task: Predict which catalyst facilitates the given reaction.. Dataset: Catalyst prediction with 721,799 reactions and 888 catalyst types from USPTO The catalyst class is: 5. Product: [Br:5][C:6]1[CH:11]=[CH:10][C:9]([C:20](=[O:21])[CH2:19][CH2:18][CH2:17][C:16]([OH:23])=[O:15])=[CH:8][CH:7]=1. Reactant: [Cl-].[Cl-].[Cl-].[Al+3].[Br:5][C:6]1[CH:11]=[CH:10][CH:9]=[CH:8][CH:7]=1.[Cl-].C([O:15][C:16](=[O:23])[CH2:17][CH2:18][CH2:19][C:20](O)=[O:21])C.Cl.[OH-].[Na+].